From a dataset of Catalyst prediction with 721,799 reactions and 888 catalyst types from USPTO. Predict which catalyst facilitates the given reaction. Reactant: [C:1]1([C:7]2[N:8]=[CH:9][NH:10][CH:11]=2)[CH:6]=[CH:5][CH:4]=[CH:3][CH:2]=1.[H-].[Na+].F[C:15]1[CH:16]=[C:17]([CH:20]=[CH:21][CH:22]=1)[C:18]#[N:19].O. Product: [C:1]1([C:7]2[N:8]=[CH:9][N:10]([C:15]3[CH:16]=[C:17]([CH:20]=[CH:21][CH:22]=3)[C:18]#[N:19])[CH:11]=2)[CH:2]=[CH:3][CH:4]=[CH:5][CH:6]=1. The catalyst class is: 3.